From a dataset of Full USPTO retrosynthesis dataset with 1.9M reactions from patents (1976-2016). Predict the reactants needed to synthesize the given product. (1) Given the product [C:1]([NH:4][C:5]1[C:6]([Br:25])=[CH:7][C:8]([F:24])=[C:9]([N:11]2[C:20]3[C:15](=[CH:16][CH:17]=[C:18]([C:31]4[C:27]([CH3:26])=[N:28][O:29][C:30]=4[CH3:35])[N:19]=3)[C:14](=[O:22])[CH:13]=[C:12]2[CH3:23])[CH:10]=1)(=[O:3])[CH3:2], predict the reactants needed to synthesize it. The reactants are: [C:1]([NH:4][C:5]1[C:6]([Br:25])=[CH:7][C:8]([F:24])=[C:9]([N:11]2[C:20]3[C:15](=[CH:16][CH:17]=[C:18](Cl)[N:19]=3)[C:14](=[O:22])[CH:13]=[C:12]2[CH3:23])[CH:10]=1)(=[O:3])[CH3:2].[CH3:26][C:27]1[C:31](B(O)O)=[C:30]([CH3:35])[O:29][N:28]=1.C(N(CC)CC)C.COC1C=CC=C(OC)C=1C1C=CC=CC=1P(C1CCCCC1)C1CCCCC1. (2) The reactants are: [NH2:1][C:2]1[N:7]=[CH:6][N:5]=[C:4]2[N:8]([CH2:24][CH2:25][N:26]3[C:30](=[O:31])[CH2:29][S:28][C:27]3=[O:32])[N:9]=[C:10]([C:11]3[CH:16]=[CH:15][C:14]([O:17][C:18]4[CH:23]=[CH:22][CH:21]=[CH:20][CH:19]=4)=[CH:13][CH:12]=3)[C:3]=12.[CH:33](=O)[C:34]1[CH:39]=[CH:38][CH:37]=[CH:36][CH:35]=1.N1CCCCC1. Given the product [NH2:1][C:2]1[N:7]=[CH:6][N:5]=[C:4]2[N:8]([CH2:24][CH2:25][N:26]3[C:30](=[O:31])[C:29](=[CH:33][C:34]4[CH:39]=[CH:38][CH:37]=[CH:36][CH:35]=4)[S:28][C:27]3=[O:32])[N:9]=[C:10]([C:11]3[CH:12]=[CH:13][C:14]([O:17][C:18]4[CH:19]=[CH:20][CH:21]=[CH:22][CH:23]=4)=[CH:15][CH:16]=3)[C:3]=12, predict the reactants needed to synthesize it. (3) The reactants are: [Br:1][C:2]1[CH:7]=[CH:6][C:5]([C:8]2[O:12][N:11]=[C:10]([CH3:13])[C:9]=2[NH2:14])=[CH:4][CH:3]=1.[CH2:15]([CH:22]([O:26][C:27](=[O:29])[CH3:28])[C:23](=O)[CH3:24])[C:16]1[CH:21]=[CH:20][CH:19]=[CH:18][CH:17]=1. Given the product [CH2:15]([CH:22]([O:26][C:27](=[O:29])[CH3:28])[CH:23]([NH:14][C:9]1[C:10]([CH3:13])=[N:11][O:12][C:8]=1[C:5]1[CH:4]=[CH:3][C:2]([Br:1])=[CH:7][CH:6]=1)[CH3:24])[C:16]1[CH:21]=[CH:20][CH:19]=[CH:18][CH:17]=1, predict the reactants needed to synthesize it.